This data is from Catalyst prediction with 721,799 reactions and 888 catalyst types from USPTO. The task is: Predict which catalyst facilitates the given reaction. (1) Reactant: [C:1]([Si:5]([O:8]/[C:9](/[C:12]1[CH:17]=[CH:16][CH:15]=[C:14](Cl)[CH:13]=1)=[CH:10]\[CH3:11])([CH3:7])[CH3:6])([CH3:4])([CH3:3])[CH3:2].[CH3:19]CCC(C1C=CC=CC=1)=O.[Si](OS(C(F)(F)F)(=O)=O)(C(C)(C)C)(C)C.CCN(CC)CC. The catalyst class is: 2. Product: [C:1]([Si:5]([O:8]/[C:9](/[C:12]1[CH:13]=[C:14]([CH3:19])[CH:15]=[CH:16][CH:17]=1)=[CH:10]\[CH3:11])([CH3:7])[CH3:6])([CH3:4])([CH3:3])[CH3:2]. (2) Reactant: [CH3:1][O:2][C:3]([C@H:5]1[CH2:10][CH2:9][C@H:8]([CH2:11][NH:12][C:13]2[CH:18]=[C:17]([O:19][CH3:20])[CH:16]=[CH:15][C:14]=2[N+:21]([O-])=O)[CH2:7][CH2:6]1)=[O:4].[H][H]. Product: [CH3:1][O:2][C:3]([C@H:5]1[CH2:6][CH2:7][C@H:8]([CH2:11][NH:12][C:13]2[CH:18]=[C:17]([O:19][CH3:20])[CH:16]=[CH:15][C:14]=2[NH2:21])[CH2:9][CH2:10]1)=[O:4]. The catalyst class is: 50. (3) Reactant: CON(C)[C:4]([C:6]1[C:15](=[O:16])[C:14]2[C:9](=[N:10][C:11]([C:17]([F:20])([F:19])[F:18])=[CH:12][CH:13]=2)[N:8]([CH2:21][C:22]2[CH:27]=[CH:26][CH:25]=[C:24]([Br:28])[N:23]=2)[CH:7]=1)=[O:5].[F:30][C:31]1[CH:32]=[C:33]([Mg]Cl)[CH:34]=[CH:35][C:36]=1[O:37][CH3:38]. The catalyst class is: 1. Product: [Br:28][C:24]1[N:23]=[C:22]([CH2:21][N:8]2[C:9]3[C:14](=[CH:13][CH:12]=[C:11]([C:17]([F:20])([F:19])[F:18])[N:10]=3)[C:15](=[O:16])[C:6]([C:4](=[O:5])[C:33]3[CH:34]=[CH:35][C:36]([O:37][CH3:38])=[C:31]([F:30])[CH:32]=3)=[CH:7]2)[CH:27]=[CH:26][CH:25]=1. (4) Reactant: CC[O-].[Na+].[CH2:5]([C:12]1[CH:13]=[C:14]([N:23]([C:35](=[O:42])[CH2:36][C:37]([O:39][CH2:40][CH3:41])=[O:38])[CH2:24][C:25]2[CH:30]=[CH:29][C:28]([S:31]([CH3:34])(=[O:33])=[O:32])=[CH:27][CH:26]=2)[C:15]([C:18]([O:20]CC)=O)=[N:16][CH:17]=1)[C:6]1[CH:11]=[CH:10][CH:9]=[CH:8][CH:7]=1.Cl. Product: [CH2:5]([C:12]1[CH:13]=[C:14]2[C:15]([C:18]([OH:20])=[C:36]([C:37]([O:39][CH2:40][CH3:41])=[O:38])[C:35](=[O:42])[N:23]2[CH2:24][C:25]2[CH:26]=[CH:27][C:28]([S:31]([CH3:34])(=[O:32])=[O:33])=[CH:29][CH:30]=2)=[N:16][CH:17]=1)[C:6]1[CH:7]=[CH:8][CH:9]=[CH:10][CH:11]=1. The catalyst class is: 14.